This data is from CYP1A2 inhibition data for predicting drug metabolism from PubChem BioAssay. The task is: Regression/Classification. Given a drug SMILES string, predict its absorption, distribution, metabolism, or excretion properties. Task type varies by dataset: regression for continuous measurements (e.g., permeability, clearance, half-life) or binary classification for categorical outcomes (e.g., BBB penetration, CYP inhibition). Dataset: cyp1a2_veith. The drug is Cc1ccc(C)c(N2CCN(C(=O)C3CCN(S(=O)(=O)c4cccc5nsnc45)CC3)CC2)c1. The result is 0 (non-inhibitor).